The task is: Binary Classification. Given a miRNA mature sequence and a target amino acid sequence, predict their likelihood of interaction.. This data is from Experimentally validated miRNA-target interactions with 360,000+ pairs, plus equal number of negative samples. (1) The miRNA is hsa-miR-5579-3p with sequence UUAGCUUAAGGAGUACCAGAUC. The protein sequence of the target gene is MAAALGAGGGAGAGDDDFDQFDKPGAERSWRRRAADEDWDSELEDDLLGEDLLSGKKNQSDLSDEELNDDLLQSDNEEEENFSSQGVTISLNTTSGIVTSFELSDNTNDQSGEQESEYEQGDDELAYHKPEEQELYTQEYPEEGQYEGHDAELTEDQIEYGDEPEEEQLYSDEVLDIEINEPLDEFTDEEYLQAYGGQQGLQVREDCEAEDDLDEITDSQVASETHEGGMETLELQKDIKEESDEEDDDDEESGRLRFKTERKEGTIIRLSDVTRERRNIPETLELSAEAKAALLEFEER.... Result: 0 (no interaction). (2) The miRNA is hsa-miR-766-5p with sequence AGGAGGAAUUGGUGCUGGUCUU. The protein sequence of the target gene is MSYPQGYLYQPSASLALYSCPAYSTSVISGPRTDELGRSSSGSAFSPYAGSTAFTAPSPGYNSHLQYGADPAAAAAAAFSYVGSPYDHTPGMAGSLGYHPYAAPLGSYPYGDPAYRKNATRDATATLKAWLNEHRKNPYPTKGEKIMLAIITKMTLTQVSTWFANARRRLKKENKMTWTPRNRSEDEEEEENIDLEKNDEDEPQKPEDKGDLEGPESGGAEQKATAGCERLQGPLSPAGKETEGSLSDSDFKESSSEGRHDELPRPPRAGESSPAGPATARLAEDAGPHYPASVPAPGPH.... Result: 0 (no interaction). (3) The miRNA is hsa-miR-5699-5p with sequence UGCCCCAACAAGGAAGGACAAG. The protein sequence of the target gene is MASGCKIGPSILNSDLANLGAECLRMLDSGADYLHLDVMDGHFVPNITFGHPVVESLRKQLGQDPFFDMHMMVSKPEQWVKPMAVAGANQYTFHLEATENPGALIKDIRENGMKVGLAIKPGTSVEYLAPWANQIDMALVMTVEPGFGGQKFMEDMMPKVHWLRTQFPSLDIEVDGGVGPDTVHKCAEAGANMIVSGSAIMRSEDPRSVINLLRNVCSEAAQKRSLDR. Result: 0 (no interaction). (4) The miRNA is hsa-miR-8077 with sequence GGCUGAGUGGGGUUCUGACUCC. The protein sequence of the target gene is MRAGRVRPLRASDMKKDVRILLVGEPRVGKTSLIMSLVSEEFPEEVPPRAEEITIPADVTPERVPTHIVDYSEAEQSDEQLHQEISQANVICIVYAVNNKHSIDKVTSRWIPLINERTDKDSRLPLILVGNKSDLVEYSSMETILPIMNQYTEIETCVECSAKNLKNISELFYYAQKAVLHPTGPLYCPEEKEMKPACIKALTRIFKISDQDNDGTLNDAELNFFQRICFNTPLAPQALEDVKNVVRKHLSDGVADSGLTLRGFLFLHTLFIQRGRHETTWTVLRRFGYDDDLDLTPEYL.... Result: 0 (no interaction). (5) The miRNA is hsa-miR-29c-5p with sequence UGACCGAUUUCUCCUGGUGUUC. The protein sequence of the target gene is MPVINIEDLTEKDKLKMEVDQLKKEVTLERMLVSKCCEEVRDYVEERSGEDPLVKGIPEDKNPFKELKGGCVIS. Result: 0 (no interaction). (6) The miRNA is mmu-miR-759 with sequence GCAGAGUGCAAACAAUUUUGAC. The protein sequence of the target gene is MASRGGGRGRGRGQLTFNMEAVGIGKGDALPPPTLQPSPLFPPLEFHPVPLPAGEEGEYVLALKQELRGAMRQLPYFIRPAVPKRDVERYSDKYQMSGPIDNAIDWNPDWRRLPSELKIRVRKVQKERTTIILPKRPPKSTDDKEETIQKLETLEKKEEEVTSEEDEEKEEEEEKEEGEEEEYDEEEHEEETDYIMSYFDNGEDFGGDSDDNMDEAIY. Result: 1 (interaction). (7) The miRNA is mmu-miR-3077-3p with sequence CUGACUCCCUGCUUCUCCGCAG. The protein sequence of the target gene is MLALRCGPRLLGLLSGPRSAPLLLSATRTCSDGGARGANSSSGNPLVYLDVGADGQPLGRVVLELKADVVPKTAENFRALCTGEKGFGYKGSTFHRVIPAFMCQAGDFTNHNGTGGRSIYGSRFPDENFTLKHVGPGVLSMANAGPNTNGSQFFICTIKTDWLDGKHVVFGHVKEGMDVVKKIESFGSKSGKTSKKIVITDCGQLS. Result: 0 (no interaction).